Task: Regression. Given two drug SMILES strings and cell line genomic features, predict the synergy score measuring deviation from expected non-interaction effect.. Dataset: NCI-60 drug combinations with 297,098 pairs across 59 cell lines Drug 1: CC1=C(C=C(C=C1)C(=O)NC2=CC(=CC(=C2)C(F)(F)F)N3C=C(N=C3)C)NC4=NC=CC(=N4)C5=CN=CC=C5. Drug 2: C1=CC=C(C=C1)NC(=O)CCCCCCC(=O)NO. Cell line: MDA-MB-231. Synergy scores: CSS=1.17, Synergy_ZIP=3.80, Synergy_Bliss=5.02, Synergy_Loewe=-17.8, Synergy_HSA=-9.13.